From a dataset of Peptide-MHC class II binding affinity with 134,281 pairs from IEDB. Regression. Given a peptide amino acid sequence and an MHC pseudo amino acid sequence, predict their binding affinity value. This is MHC class II binding data. (1) The peptide sequence is EALIHQLKINPYVLS. The MHC is HLA-DPA10201-DPB10101 with pseudo-sequence HLA-DPA10201-DPB10101. The binding affinity (normalized) is 0.402. (2) The peptide sequence is YDKFLANVTTVLTGK. The MHC is DRB1_1001 with pseudo-sequence DRB1_1001. The binding affinity (normalized) is 0.622. (3) The peptide sequence is INELIASGSEKLASV. The MHC is HLA-DPA10301-DPB10402 with pseudo-sequence HLA-DPA10301-DPB10402. The binding affinity (normalized) is 0.346. (4) The binding affinity (normalized) is 0.342. The peptide sequence is DMDKVETFLRIVQCR. The MHC is DRB1_1302 with pseudo-sequence DRB1_1302. (5) The peptide sequence is HRDNIEDDLLNRNNT. The MHC is DRB1_1201 with pseudo-sequence DRB1_1201. The binding affinity (normalized) is 0. (6) The peptide sequence is AAATAGTTVYGAFAI. The MHC is HLA-DQA10401-DQB10402 with pseudo-sequence HLA-DQA10401-DQB10402. The binding affinity (normalized) is 0.385.